Dataset: Reaction yield outcomes from USPTO patents with 853,638 reactions. Task: Predict the reaction yield, written as a fraction of the theoretical maximum amount of product (1.0 means a 100% yield; for example, 0.34 means a 34% yield). The reactants are [CH3:1][C:2]1([CH3:21])[C:6]([CH3:8])([CH3:7])[O:5][B:4]([C:9]2[CH:14]=[CH:13][C:12]([C:15]3([CH2:19][NH2:20])[CH2:18][CH2:17][CH2:16]3)=[CH:11][CH:10]=2)[O:3]1.[C:22](O[C:22]([O:24][C:25]([CH3:28])([CH3:27])[CH3:26])=[O:23])([O:24][C:25]([CH3:28])([CH3:27])[CH3:26])=[O:23]. No catalyst specified. The product is [C:25]([O:24][C:22](=[O:23])[NH:20][CH2:19][C:15]1([C:12]2[CH:11]=[CH:10][C:9]([B:4]3[O:3][C:2]([CH3:21])([CH3:1])[C:6]([CH3:7])([CH3:8])[O:5]3)=[CH:14][CH:13]=2)[CH2:16][CH2:17][CH2:18]1)([CH3:28])([CH3:27])[CH3:26]. The yield is 0.710.